Dataset: Catalyst prediction with 721,799 reactions and 888 catalyst types from USPTO. Task: Predict which catalyst facilitates the given reaction. (1) Reactant: Cl.[NH2:2][C:3]1[CH:4]=[CH:5][C:6]([CH2:9][CH2:10][N:11]2[C:16]3[N:17]=[C:18]([NH:21][CH3:22])[N:19]=[CH:20][C:15]=3[CH:14]=[C:13]([C:23]3[C:28]([Cl:29])=[C:27]([O:30][CH3:31])[CH:26]=[C:25]([O:32][CH3:33])[C:24]=3[Cl:34])[C:12]2=[O:35])=[N:7][CH:8]=1.[C:36](O)(=[O:39])[CH:37]=[CH2:38].CN(C(ON1N=NC2C=CC=NC1=2)=[N+](C)C)C.F[P-](F)(F)(F)(F)F. Product: [Cl:29][C:28]1[C:27]([O:30][CH3:31])=[CH:26][C:25]([O:32][CH3:33])=[C:24]([Cl:34])[C:23]=1[C:13]1[C:12](=[O:35])[N:11]([CH2:10][CH2:9][C:6]2[N:7]=[CH:8][C:3]([NH:2][C:36](=[O:39])[CH:37]=[CH2:38])=[CH:4][CH:5]=2)[C:16]2[N:17]=[C:18]([NH:21][CH3:22])[N:19]=[CH:20][C:15]=2[CH:14]=1. The catalyst class is: 3. (2) Reactant: Br[C:2]1[CH:3]=[CH:4][C:5]([O:12][CH3:13])=[C:6]([CH:11]=1)[C:7]([O:9][CH3:10])=[O:8].[CH3:14][N:15](C)C=O. Product: [C:14]([C:2]1[CH:3]=[CH:4][C:5]([O:12][CH3:13])=[C:6]([CH:11]=1)[C:7]([O:9][CH3:10])=[O:8])#[N:15]. The catalyst class is: 507. (3) The catalyst class is: 3. Product: [Cl:1][C:2]1[N:3]([CH2:10][C@@:11]([CH3:14])([OH:12])[CH2:13][N:26]2[CH2:25][CH2:24][CH:23]([O:22][CH2:21][C:20]3[CH:29]=[CH:30][C:17]([C:16]([F:15])([F:31])[F:32])=[CH:18][CH:19]=3)[CH2:28][CH2:27]2)[CH:4]=[C:5]([N+:7]([O-:9])=[O:8])[N:6]=1. Reactant: [Cl:1][C:2]1[N:3]([CH2:10][C@:11]2([CH3:14])[CH2:13][O:12]2)[CH:4]=[C:5]([N+:7]([O-:9])=[O:8])[N:6]=1.[F:15][C:16]([F:32])([F:31])[C:17]1[CH:30]=[CH:29][C:20]([CH2:21][O:22][CH:23]2[CH2:28][CH2:27][NH:26][CH2:25][CH2:24]2)=[CH:19][CH:18]=1.O. (4) Reactant: [CH3:1][O:2][C:3]1[CH:4]=[CH:5][C:6]([CH3:37])=[C:7]([N:9]2[CH2:14][CH2:13][CH:12]([O:15][C:16]3[CH:21]=[CH:20][C:19]([N:22]4[C@@H:26]([CH2:27][C:28]([O:30]C)=[O:29])[C@H:25]([CH3:32])[C:24]([C:33]([F:36])([F:35])[F:34])=[N:23]4)=[CH:18][CH:17]=3)[CH2:11][CH2:10]2)[CH:8]=1.[Li+].[OH-].Cl. Product: [CH3:1][O:2][C:3]1[CH:4]=[CH:5][C:6]([CH3:37])=[C:7]([N:9]2[CH2:14][CH2:13][CH:12]([O:15][C:16]3[CH:17]=[CH:18][C:19]([N:22]4[C@@H:26]([CH2:27][C:28]([OH:30])=[O:29])[C@H:25]([CH3:32])[C:24]([C:33]([F:36])([F:35])[F:34])=[N:23]4)=[CH:20][CH:21]=3)[CH2:11][CH2:10]2)[CH:8]=1. The catalyst class is: 1. (5) Reactant: [C:1]([O:4][C:5]1[CH:6]=[C:7]([O:19][C:20](=[O:22])[CH3:21])[CH:8]=[C:9]([CH:11](OC(OCC)=O)[CH3:12])[CH:10]=1)(=[O:3])[CH3:2]. Product: [C:1]([O:4][C:5]1[CH:10]=[C:9]([CH:8]=[C:7]([O:19][C:20](=[O:22])[CH3:21])[CH:6]=1)[CH:11]=[CH2:12])(=[O:3])[CH3:2]. The catalyst class is: 11.